This data is from Reaction yield outcomes from USPTO patents with 853,638 reactions. The task is: Predict the reaction yield, written as a fraction of the theoretical maximum amount of product (1.0 means a 100% yield; for example, 0.34 means a 34% yield). (1) The reactants are Br[C:2]1[C:11]2[CH2:10][CH2:9][CH2:8][CH2:7][C:6]=2[C:5](=[O:12])[N:4]([CH3:13])[CH:3]=1.[CH3:14][C:15]1([CH3:31])[C:19]([CH3:21])([CH3:20])[O:18][B:17]([B:17]2[O:18][C:19]([CH3:21])([CH3:20])[C:15]([CH3:31])([CH3:14])[O:16]2)[O:16]1.CC(C1C=C(C(C)C)C(C2C=CC=CC=2P(C2CCCCC2)C2CCCCC2)=C(C(C)C)C=1)C.CC([O-])=O.[K+]. The catalyst is O1CCOCC1.C1C=CC(/C=C/C(/C=C/C2C=CC=CC=2)=O)=CC=1.C1C=CC(/C=C/C(/C=C/C2C=CC=CC=2)=O)=CC=1.C1C=CC(/C=C/C(/C=C/C2C=CC=CC=2)=O)=CC=1.[Pd].[Pd].CC(=O)OCC. The product is [CH3:13][N:4]1[CH:3]=[C:2]([B:17]2[O:18][C:19]([CH3:21])([CH3:20])[C:15]([CH3:31])([CH3:14])[O:16]2)[C:11]2[CH2:10][CH2:9][CH2:8][CH2:7][C:6]=2[C:5]1=[O:12]. The yield is 0.380. (2) The catalyst is C(C#N)(C)=O.O.CC(O)=O. The reactants are Br.Br.[F:3][C:4]1[CH:5]=[C:6]([NH:33][C:34]([NH:36][C:37](=[O:45])[CH2:38][C:39]2[CH:44]=[CH:43][CH:42]=[CH:41][CH:40]=2)=[S:35])[CH:7]=[CH:8][C:9]=1[O:10][C:11]1[C:20]2[C:15](=[CH:16][C:17]([O:23][CH2:24][CH:25]3[CH2:32][CH:28]4[CH2:29][NH:30][CH2:31][CH:27]4[CH2:26]3)=[C:18]([O:21][CH3:22])[CH:19]=2)[N:14]=[CH:13][N:12]=1.C=O.[C:48]([O-])(O)=O.[Na+]. The product is [F:3][C:4]1[CH:5]=[C:6]([NH:33][C:34]([NH:36][C:37](=[O:45])[CH2:38][C:39]2[CH:40]=[CH:41][CH:42]=[CH:43][CH:44]=2)=[S:35])[CH:7]=[CH:8][C:9]=1[O:10][C:11]1[C:20]2[C:15](=[CH:16][C:17]([O:23][CH2:24][CH:25]3[CH2:32][CH:28]4[CH2:29][N:30]([CH3:48])[CH2:31][CH:27]4[CH2:26]3)=[C:18]([O:21][CH3:22])[CH:19]=2)[N:14]=[CH:13][N:12]=1. The yield is 0.400.